Dataset: Reaction yield outcomes from USPTO patents with 853,638 reactions. Task: Predict the reaction yield, written as a fraction of the theoretical maximum amount of product (1.0 means a 100% yield; for example, 0.34 means a 34% yield). (1) The yield is 0.530. The catalyst is O. The reactants are [CH:1]1([N:4]2[C:9](=[O:10])[C:8]3[CH:11]=[N:12][C:13]4[N:17]([CH2:18][O:19][CH2:20][CH2:21][Si:22]([CH3:25])([CH3:24])[CH3:23])[CH:16]=[CH:15][C:14]=4[C:7]=3[N:6]([C@H:26]3[CH2:31][CH2:30][C@H:29]([CH:32](OC)[O:33]C)[CH2:28][CH2:27]3)[CH2:5]2)[CH2:3][CH2:2]1.CC(C)=O.O.C1(C)C=CC(S(O)(=O)=O)=CC=1.C(=O)([O-])O.[Na+]. The product is [CH:1]1([N:4]2[C:9](=[O:10])[C:8]3[CH:11]=[N:12][C:13]4[N:17]([CH2:18][O:19][CH2:20][CH2:21][Si:22]([CH3:25])([CH3:24])[CH3:23])[CH:16]=[CH:15][C:14]=4[C:7]=3[N:6]([C@H:26]3[CH2:27][CH2:28][C@H:29]([CH:32]=[O:33])[CH2:30][CH2:31]3)[CH2:5]2)[CH2:2][CH2:3]1. (2) The reactants are [Cl:1][C:2]1[CH:8]=[CH:7][C:5]([NH2:6])=[C:4]([F:9])[CH:3]=1.[Li]CCCC.Cl[Si](C)(C)CC[Si](Cl)(C)C.Cl[C:26]([O:28][CH2:29][C:30]1[CH:35]=[CH:34][CH:33]=[CH:32][CH:31]=1)=[O:27]. The catalyst is C1COCC1. The product is [NH2:6][C:5]1[C:4]([F:9])=[C:3]([C:2]([Cl:1])=[CH:8][CH:7]=1)[C:26]([O:28][CH2:29][C:30]1[CH:35]=[CH:34][CH:33]=[CH:32][CH:31]=1)=[O:27]. The yield is 0.450. (3) The reactants are [F:1][C:2]1[CH:7]=[CH:6][C:5]([N:8]2[C:12]([NH:13][C:14](=[O:22])OC3C=CC=CC=3)=[CH:11][C:10]([C:23]([F:26])([F:25])[F:24])=[N:9]2)=[CH:4][CH:3]=1.[CH3:27][O:28][C:29]1[CH:30]=[C:31]2[C:36](=[CH:37][C:38]=1[O:39][CH3:40])[N:35]=[CH:34][N:33]=[C:32]2[S:41][C:42]1[CH:43]=[C:44]([CH:46]=[CH:47][CH:48]=1)[NH2:45]. The catalyst is CN(C)C1C=CN=CC=1.C1COCC1. The product is [CH3:27][O:28][C:29]1[CH:30]=[C:31]2[C:36](=[CH:37][C:38]=1[O:39][CH3:40])[N:35]=[CH:34][N:33]=[C:32]2[S:41][C:42]1[CH:43]=[C:44]([NH:45][C:14]([NH:13][C:12]2[N:8]([C:5]3[CH:4]=[CH:3][C:2]([F:1])=[CH:7][CH:6]=3)[N:9]=[C:10]([C:23]([F:24])([F:25])[F:26])[CH:11]=2)=[O:22])[CH:46]=[CH:47][CH:48]=1. The yield is 0.790. (4) The reactants are Cl[C:2]1[CH:3]=[CH:4][C:5]2[N:6]([CH:8]=[CH:9][N:10]=2)[N:7]=1.[NH2:11][C:12]1[CH:17]=[CH:16][C:15]([OH:18])=[CH:14][CH:13]=1.C(=O)([O-])[O-].[K+].[K+].CN1CCCC1=O. The catalyst is [OH-].[Na+]. The product is [N:10]1[CH:9]=[CH:8][N:6]2[C:5]=1[CH:4]=[CH:3][C:2]([O:18][C:15]1[CH:16]=[CH:17][C:12]([NH2:11])=[CH:13][CH:14]=1)=[N:7]2. The yield is 0.670. (5) The reactants are [NH2:1][C:2]1[N:7]=[CH:6][C:5]([N:8]2[CH2:13][CH2:12][N:11]([C:14]([O:16][C:17]([CH3:20])([CH3:19])[CH3:18])=[O:15])[CH2:10][C@@H:9]2[CH3:21])=[CH:4][CH:3]=1.Br[C:23]1[C:24](=[O:31])[N:25]([CH3:30])[CH:26]=[C:27]([Br:29])[CH:28]=1. No catalyst specified. The product is [Br:29][C:27]1[CH:28]=[C:23]([NH:1][C:2]2[N:7]=[CH:6][C:5]([N:8]3[CH2:13][CH2:12][N:11]([C:14]([O:16][C:17]([CH3:20])([CH3:19])[CH3:18])=[O:15])[CH2:10][C@@H:9]3[CH3:21])=[CH:4][CH:3]=2)[C:24](=[O:31])[N:25]([CH3:30])[CH:26]=1. The yield is 0.830. (6) The reactants are [Li]CCCC.Br[C:7]1[CH:8]=[CH:9][C:10]([O:13][CH2:14][CH2:15][O:16][C:17]2[C:22]([Cl:23])=[CH:21][C:20]([CH3:24])=[CH:19][C:18]=2[Cl:25])=[N:11][CH:12]=1.CN([CH:29]=[O:30])C.[NH4+].[Cl-]. The catalyst is C1COCC1. The product is [Cl:25][C:18]1[CH:19]=[C:20]([CH3:24])[CH:21]=[C:22]([Cl:23])[C:17]=1[O:16][CH2:15][CH2:14][O:13][C:10]1[N:11]=[CH:12][C:7]([CH:29]=[O:30])=[CH:8][CH:9]=1. The yield is 0.450.